Dataset: Catalyst prediction with 721,799 reactions and 888 catalyst types from USPTO. Task: Predict which catalyst facilitates the given reaction. (1) Reactant: [N:1]1[CH:6]=[CH:5][CH:4]=[N:3][C:2]=1[NH:7][CH2:8][CH2:9][O:10][C:11]1[CH:24]=[CH:23][C:14]([CH2:15][CH:16]2[S:20][C:19](=[O:21])[NH:18][C:17]2=[O:22])=[CH:13][CH:12]=1.O.C(=O)(O)[O-].[Na+].[C:31](OC(=O)C)(=[O:33])[CH3:32]. Product: [C:31]([N:7]([CH2:8][CH2:9][O:10][C:11]1[CH:24]=[CH:23][C:14]([CH2:15][CH:16]2[S:20][C:19](=[O:21])[NH:18][C:17]2=[O:22])=[CH:13][CH:12]=1)[C:2]1[N:3]=[CH:4][CH:5]=[CH:6][N:1]=1)(=[O:33])[CH3:32]. The catalyst class is: 12. (2) Reactant: [C:1]([O:5][C:6]([C@@H:8]([CH2:13][N:14]([CH2:27][CH2:28][CH2:29][CH:30]=[CH2:31])[S:15]([C:18]1[CH:23]=[CH:22][CH:21]=[CH:20][C:19]=1[N+:24]([O-:26])=[O:25])(=[O:17])=[O:16])[C:9]([O:11]C)=[O:10])=[O:7])([CH3:4])([CH3:3])[CH3:2].C1COCC1.CO.[OH-].[Li+]. Product: [C:1]([O:5][C:6]([C@@H:8]([CH2:13][N:14]([CH2:27][CH2:28][CH2:29][CH:30]=[CH2:31])[S:15]([C:18]1[CH:23]=[CH:22][CH:21]=[CH:20][C:19]=1[N+:24]([O-:26])=[O:25])(=[O:17])=[O:16])[C:9]([OH:11])=[O:10])=[O:7])([CH3:2])([CH3:4])[CH3:3]. The catalyst class is: 6. (3) Reactant: [Li][CH2:2][CH2:3][CH2:4][CH3:5].[F:6][C:7]([F:18])([F:17])[C:8]1[CH:16]=[CH:15][C:11]([C:12](Cl)=[O:13])=[CH:10][CH:9]=1. Product: [F:6][C:7]([F:18])([F:17])[C:8]1[CH:16]=[CH:15][C:11]([C:12](=[O:13])[CH2:2][CH2:3][CH2:4][CH3:5])=[CH:10][CH:9]=1. The catalyst class is: 28. (4) Reactant: C([O:3][CH:4]([C:28](=[O:50])[CH:29]=[CH:30][CH:31]=[CH:32][CH:33]=[CH:34][CH:35]=[CH:36][CH:37]=[CH:38][CH:39]=[CH:40][CH2:41][CH2:42][CH2:43][CH2:44][CH2:45][CH2:46][CH2:47][CH2:48][CH3:49])[C:5](=[O:27])[CH:6]=[CH:7][CH:8]=[CH:9][CH:10]=[CH:11][CH:12]=[CH:13][CH:14]=[CH:15][CH:16]=[CH:17][CH2:18][CH2:19][CH2:20][CH2:21][CH2:22][CH2:23][CH2:24][CH2:25][CH3:26])=O.[OH-].[K+]. Product: [C:28]([CH:4]([C:5](=[O:27])[CH:6]=[CH:7][CH:8]=[CH:9][CH:10]=[CH:11][CH:12]=[CH:13][CH:14]=[CH:15][CH:16]=[CH:17][CH2:18][CH2:19][CH2:20][CH2:21][CH2:22][CH2:23][CH2:24][CH2:25][CH3:26])[OH:3])(=[O:50])[CH:29]=[CH:30][CH:31]=[CH:32][CH:33]=[CH:34][CH:35]=[CH:36][CH:37]=[CH:38][CH:39]=[CH:40][CH2:41][CH2:42][CH2:43][CH2:44][CH2:45][CH2:46][CH2:47][CH2:48][CH3:49]. The catalyst class is: 14. (5) Reactant: [Cl:1][C:2]1[N:7]=[C:6]([C:8]2[S:12][C:11]([CH:13]([CH3:15])[CH3:14])=[N:10][C:9]=2[C:16]2[CH:17]=[C:18]([NH:22][S:23]([C:26]3[CH:31]=[CH:30][C:29]([F:32])=[CH:28][CH:27]=3)(=[O:25])=[O:24])[CH:19]=[CH:20][CH:21]=2)[CH:5]=[CH:4][N:3]=1.[C:33]([N:36]1[CH2:41][CH2:40][N:39]([C:42]2[N:47]=[CH:46][C:45]([NH2:48])=[CH:44][CH:43]=2)[CH2:38][CH2:37]1)(=[O:35])[CH3:34].Cl.C1COCC1. Product: [C:33]([N:36]1[CH2:37][CH2:38][N:39]([C:42]2[N:47]=[CH:46][C:45]([NH:48][C:2]3[N:7]=[C:6]([C:8]4[S:12][C:11]([CH:13]([CH3:14])[CH3:15])=[N:10][C:9]=4[C:16]4[CH:17]=[C:18]([NH:22][S:23]([C:26]5[CH:27]=[CH:28][C:29]([F:32])=[CH:30][CH:31]=5)(=[O:25])=[O:24])[CH:19]=[CH:20][CH:21]=4)[CH:5]=[CH:4][N:3]=3)=[CH:44][CH:43]=2)[CH2:40][CH2:41]1)(=[O:35])[CH3:34].[Cl:1][C:2]1[N:7]=[C:6]([C:8]2[S:12][C:11]([CH:13]([CH3:15])[CH3:14])=[N:10][C:9]=2[C:16]2[CH:17]=[C:18]([NH:22][S:23]([C:26]3[CH:27]=[CH:28][C:29]([F:32])=[CH:30][CH:31]=3)(=[O:24])=[O:25])[CH:19]=[CH:20][CH:21]=2)[CH:5]=[CH:4][N:3]=1. The catalyst class is: 41. (6) Reactant: [CH:1]([O:4][C:5]1[CH:13]=[CH:12][C:11]([C:14]#[C:15][C:16]2[CH:21]=[CH:20][CH:19]=[CH:18][CH:17]=2)=[CH:10][C:6]=1[C:7]([OH:9])=O)([CH3:3])[CH3:2].[CH3:22][O:23][C:24](=[O:38])[C:25]([NH2:37])([CH3:36])[CH2:26][C:27]1[C:35]2[C:30](=[CH:31][CH:32]=[CH:33][CH:34]=2)[NH:29][CH:28]=1.C1C=CC2N(O)N=NC=2C=1.CCN=C=NCCCN(C)C. Product: [CH3:22][O:23][C:24](=[O:38])[C:25]([NH:37][C:7](=[O:9])[C:6]1[CH:10]=[C:11]([C:14]#[C:15][C:16]2[CH:21]=[CH:20][CH:19]=[CH:18][CH:17]=2)[CH:12]=[CH:13][C:5]=1[O:4][CH:1]([CH3:2])[CH3:3])([CH3:36])[CH2:26][C:27]1[C:35]2[C:30](=[CH:31][CH:32]=[CH:33][CH:34]=2)[NH:29][CH:28]=1. The catalyst class is: 18.